Dataset: Full USPTO retrosynthesis dataset with 1.9M reactions from patents (1976-2016). Task: Predict the reactants needed to synthesize the given product. Given the product [CH:17]1([N:16]2[C:15]3[C:14]4[CH:13]=[CH:12][CH:11]=[C:10]([O:22][CH3:23])[C:9]=4[N:8]=[CH:7][C:6]=3[C:4](=[O:3])[N:24]([C:27]3[CH:32]=[CH:31][CH:30]=[C:29]([N+:33]([O-:35])=[O:34])[CH:28]=3)[C:25]2=[O:26])[CH2:18][CH2:19][CH2:20][CH2:21]1, predict the reactants needed to synthesize it. The reactants are: C([O:3][C:4]([C:6]1[CH:7]=[N:8][C:9]2[C:14]([C:15]=1[NH:16][CH:17]1[CH2:21][CH2:20][CH2:19][CH2:18]1)=[CH:13][CH:12]=[CH:11][C:10]=2[O:22][CH3:23])=O)C.[N:24]([C:27]1[CH:32]=[CH:31][CH:30]=[C:29]([N+:33]([O-:35])=[O:34])[CH:28]=1)=[C:25]=[O:26].